Dataset: Reaction yield outcomes from USPTO patents with 853,638 reactions. Task: Predict the reaction yield, written as a fraction of the theoretical maximum amount of product (1.0 means a 100% yield; for example, 0.34 means a 34% yield). (1) The reactants are [C:1]([O:5][C:6](=[O:29])[C:7]1[CH:12]=[CH:11][C:10]([N:13]2[C:17]([C:18]3[CH:23]=[CH:22][CH:21]=[CH:20][CH:19]=3)=[CH:16][CH:15]=[C:14]2[CH2:24][CH2:25][C:26](=O)[NH2:27])=[CH:9][CH:8]=1)([CH3:4])([CH3:3])[CH3:2].FC(F)(F)C(OC(=O)C(F)(F)F)=O. The catalyst is O1CCOCC1.N1C=CC=CC=1. The product is [C:1]([O:5][C:6](=[O:29])[C:7]1[CH:12]=[CH:11][C:10]([N:13]2[C:17]([C:18]3[CH:19]=[CH:20][CH:21]=[CH:22][CH:23]=3)=[CH:16][CH:15]=[C:14]2[CH2:24][CH2:25][C:26]#[N:27])=[CH:9][CH:8]=1)([CH3:4])([CH3:2])[CH3:3]. The yield is 0.620. (2) The reactants are [CH3:1][O:2][C:3]1[CH:12]=[CH:11][C:6]2[C:7](=[O:10])[CH2:8][O:9][C:5]=2[C:4]=1/[CH:13]=[CH:14]/[CH2:15][CH:16]1[CH2:21][CH2:20][N:19]([C:22]([O:24][C:25]([CH3:28])([CH3:27])[CH3:26])=[O:23])[CH2:18][CH2:17]1.[NH:29]1[C:37]2[C:32](=[CH:33][CH:34]=[CH:35][CH:36]=2)[C:31]([CH:38]=O)=[N:30]1.N1CCCCC1. The catalyst is CO. The product is [NH:29]1[C:37]2[C:32](=[CH:33][CH:34]=[CH:35][CH:36]=2)[C:31](/[CH:38]=[C:8]2\[O:9][C:5]3[C:4](/[CH:13]=[CH:14]/[CH2:15][CH:16]4[CH2:21][CH2:20][N:19]([C:22]([O:24][C:25]([CH3:28])([CH3:27])[CH3:26])=[O:23])[CH2:18][CH2:17]4)=[C:3]([O:2][CH3:1])[CH:12]=[CH:11][C:6]=3[C:7]\2=[O:10])=[N:30]1. The yield is 0.740. (3) The reactants are O[C:2]([C:13]1[C:21]2[O:20][CH2:19][CH2:18][C:17]=2[C:16]([CH3:22])=[C:15]([NH:23][C:24](=O)[O:25]C(C)(C)C)[C:14]=1[CH3:31])([C:4]1[CH:9]=[CH:8][C:7]([CH:10]([CH3:12])[CH3:11])=[CH:6][CH:5]=1)[CH3:3].[C:32]([CH2:36]C(Cl)=O)([CH3:35])([CH3:34])[CH3:33]. The catalyst is C(OCC)(=O)C.CCCCCC. The product is [CH:10]([C:7]1[CH:6]=[CH:5][C:4]([CH:2]([C:13]2[C:21]3[O:20][CH2:19][CH2:18][C:17]=3[C:16]([CH3:22])=[C:15]([NH:23][C:24](=[O:25])[CH2:33][C:32]([CH3:36])([CH3:35])[CH3:34])[C:14]=2[CH3:31])[CH3:3])=[CH:9][CH:8]=1)([CH3:12])[CH3:11]. The yield is 0.610. (4) The reactants are C[N:2](C)[CH:3]=[CH:4][C:5]([C:7]1[C:12](=[O:13])[CH:11]=[CH:10][N:9]([C:14]2[CH:22]=[CH:21][C:17]([C:18]([NH2:20])=[O:19])=[CH:16][CH:15]=2)[N:8]=1)=O.[C:24]1([NH:30]N)[CH:29]=[CH:28][CH:27]=[CH:26][CH:25]=1. The product is [O:13]=[C:12]1[CH:11]=[CH:10][N:9]([C:14]2[CH:22]=[CH:21][C:17]([C:18]([NH2:20])=[O:19])=[CH:16][CH:15]=2)[N:8]=[C:7]1[C:5]1[N:30]([C:24]2[CH:29]=[CH:28][CH:27]=[CH:26][CH:25]=2)[N:2]=[CH:3][CH:4]=1. The catalyst is CO. The yield is 0.0600.